Dataset: Blood-brain barrier permeability classification from the B3DB database. Task: Regression/Classification. Given a drug SMILES string, predict its absorption, distribution, metabolism, or excretion properties. Task type varies by dataset: regression for continuous measurements (e.g., permeability, clearance, half-life) or binary classification for categorical outcomes (e.g., BBB penetration, CYP inhibition). Dataset: b3db_classification. (1) The compound is CN=C1CN(O)[C@@H](c2ccccc2)c2cc(Cl)ccc2N1. The result is 1 (penetrates BBB). (2) The compound is CC(N)C(=O)c1ccccc1. The result is 1 (penetrates BBB).